From a dataset of Reaction yield outcomes from USPTO patents with 853,638 reactions. Predict the reaction yield, written as a fraction of the theoretical maximum amount of product (1.0 means a 100% yield; for example, 0.34 means a 34% yield). The reactants are [Br:1][C:2]1[CH:3]=[C:4]2[C:8](=[CH:9][C:10]=1[N+:11]([O-])=O)[NH:7][CH:6]=[CH:5]2. The catalyst is C(O)C.[Ni]. The product is [Br:1][C:2]1[CH:3]=[C:4]2[C:8](=[CH:9][C:10]=1[NH2:11])[NH:7][CH:6]=[CH:5]2. The yield is 0.300.